From a dataset of Forward reaction prediction with 1.9M reactions from USPTO patents (1976-2016). Predict the product of the given reaction. (1) Given the reactants [CH2:1]([OH:19])[CH2:2][CH2:3][CH2:4][CH2:5][CH2:6][CH2:7][CH2:8][CH2:9][CH2:10][CH2:11][CH2:12][CH2:13][CH2:14][CH2:15][CH2:16][CH2:17][CH3:18].[O:20]1[CH:26]2[CH:21]1[CH2:22][CH:23]([C:27](OC)=[O:28])[CH2:24][CH2:25]2.N12CCN(CC1)CC2.C1(C)C=CC=CC=1, predict the reaction product. The product is: [O:20]1[CH:26]2[CH:21]1[CH2:22][CH:23]([C:27]([O:19][CH2:1][CH2:2][CH2:3][CH2:4][CH2:5][CH2:6][CH2:7][CH2:8][CH2:9][CH2:10][CH2:11][CH2:12][CH2:13][CH2:14][CH2:15][CH2:16][CH2:17][CH3:18])=[O:28])[CH2:24][CH2:25]2. (2) Given the reactants [F:1][C:2]1[CH:8]=[CH:7][C:5]([NH2:6])=[CH:4][C:3]=1[O:9][CH3:10].[CH3:11][O:12][CH:13]([O:16][CH3:17])[CH:14]=O, predict the reaction product. The product is: [CH3:11][O:12][CH:13]([O:16][CH3:17])[CH2:14][NH:6][C:5]1[CH:7]=[CH:8][C:2]([F:1])=[C:3]([O:9][CH3:10])[CH:4]=1. (3) Given the reactants [CH3:1][C:2]1([CH3:11])[CH:7]2[CH2:8][CH:3]1[CH2:4][CH:5]=[C:6]2[CH2:9][OH:10].C(N(C(C)C)CC)(C)C.[CH3:21][O:22][CH2:23]Cl.C(=O)([O-])O.[Na+], predict the reaction product. The product is: [CH3:21][O:22][CH2:23][O:10][CH2:9][C:6]1[CH:7]2[CH2:8][CH:3]([CH2:4][CH:5]=1)[C:2]2([CH3:11])[CH3:1]. (4) Given the reactants N([C@@H]1[C@@H:11]([OH:12])[C@H:10](O)[C@@H:9]([CH2:14]O)[O:8][C@H]1SC)=[N+]=[N-].C([O:19][C:20](=[O:22])[CH3:21])(=O)C, predict the reaction product. The product is: [CH3:14][C:9]([CH2:10][C:11]([CH2:21][C:20]([OH:19])=[O:22])=[O:12])=[O:8]. (5) Given the reactants Br[CH2:2][C:3]1[C:8]([C:9]([O:11][C:12]([CH3:15])([CH3:14])[CH3:13])=[O:10])=[C:7](COC)[C:6]([O:19][CH3:20])=[CH:5][CH:4]=1.[OH:21][C:22]1[CH:27]=[CH:26][C:25]([C:28]2[CH:33]=[CH:32][C:31]([CH2:34][C:35]([O:37][CH3:38])=[O:36])=[CH:30][CH:29]=2)=[CH:24][CH:23]=1, predict the reaction product. The product is: [CH3:20][O:19][C:6]1[C:7]([O:10][CH2:9][O:11][CH3:12])=[C:8]([C:3]([CH2:2][O:21][C:22]2[CH:23]=[CH:24][C:25]([C:28]3[CH:33]=[CH:32][C:31]([CH2:34][C:35]([O:37][CH3:38])=[O:36])=[CH:30][CH:29]=3)=[CH:26][CH:27]=2)=[CH:4][CH:5]=1)[C:9]([O:11][C:12]([CH3:13])([CH3:14])[CH3:15])=[O:10].